Dataset: Full USPTO retrosynthesis dataset with 1.9M reactions from patents (1976-2016). Task: Predict the reactants needed to synthesize the given product. (1) Given the product [ClH:1].[CH:2]([N:5]1[CH:9]=[C:8]([S:10]([C:13]2[CH:23]=[CH:22][C:16]([CH2:17][NH2:18])=[CH:15][CH:14]=2)(=[O:12])=[O:11])[CH:7]=[N:6]1)([CH3:4])[CH3:3], predict the reactants needed to synthesize it. The reactants are: [ClH:1].[CH:2]([N:5]1[CH:9]=[C:8]([S:10]([C:13]2[CH:23]=[CH:22][C:16]([CH2:17][NH:18]C(=O)C)=[CH:15][CH:14]=2)(=[O:12])=[O:11])[CH:7]=[N:6]1)([CH3:4])[CH3:3]. (2) Given the product [CH3:35][O:34][C:28]1[CH:27]=[C:26]([C:25]2[C:24](=[O:36])[C:18]3[C:17](=[CH:22][C:21]([OH:23])=[CH:20][CH:19]=3)[O:16][CH:5]=2)[CH:31]=[CH:30][C:29]=1[O:32][CH3:33], predict the reactants needed to synthesize it. The reactants are: B(F)(F)F.[CH3:5]COCC.CS(Cl)(=O)=O.O.[OH:16][C:17]1[CH:22]=[C:21]([OH:23])[CH:20]=[CH:19][C:18]=1[C:24](=[O:36])[CH2:25][C:26]1[CH:31]=[CH:30][C:29]([O:32][CH3:33])=[C:28]([O:34][CH3:35])[CH:27]=1.